From a dataset of Catalyst prediction with 721,799 reactions and 888 catalyst types from USPTO. Predict which catalyst facilitates the given reaction. (1) Reactant: [Cl-].[Al+3].[Cl-].[Cl-].[Br:5][C:6]1[C:10]([Br:11])=[CH:9][S:8][CH:7]=1.[C:12](Cl)(=[O:26])[CH2:13][CH2:14][CH2:15][CH2:16][CH2:17][CH2:18][CH2:19][CH2:20][CH2:21][CH2:22][CH2:23][CH2:24][CH3:25]. Product: [Br:5][C:6]1[C:10]([Br:11])=[CH:9][S:8][C:7]=1[C:12](=[O:26])[CH2:13][CH2:14][CH2:15][CH2:16][CH2:17][CH2:18][CH2:19][CH2:20][CH2:21][CH2:22][CH2:23][CH2:24][CH3:25]. The catalyst class is: 4. (2) Reactant: [CH2:1]([N:8]1[CH:13]([CH2:14][O:15][Si](C(C)(C)C)(C)C)[CH2:12][O:11][C:10]([CH2:24][CH:25]([O:27][Si:28]([C:41]([CH3:44])([CH3:43])[CH3:42])([C:35]2[CH:40]=[CH:39][CH:38]=[CH:37][CH:36]=2)[C:29]2[CH:34]=[CH:33][CH:32]=[CH:31][CH:30]=2)[CH3:26])([CH3:23])[C:9]1=[O:45])[C:2]1[CH:7]=[CH:6][CH:5]=[CH:4][CH:3]=1.O1CCCC1.O. Product: [CH2:1]([N:8]1[CH:13]([CH2:14][OH:15])[CH2:12][O:11][C:10]([CH2:24][CH:25]([O:27][Si:28]([C:41]([CH3:44])([CH3:43])[CH3:42])([C:35]2[CH:36]=[CH:37][CH:38]=[CH:39][CH:40]=2)[C:29]2[CH:30]=[CH:31][CH:32]=[CH:33][CH:34]=2)[CH3:26])([CH3:23])[C:9]1=[O:45])[C:2]1[CH:7]=[CH:6][CH:5]=[CH:4][CH:3]=1. The catalyst class is: 342. (3) Reactant: [F:1][C:2]1[CH:7]=[CH:6][C:5]([CH:8]2[N:12]([S:13]([C:16]3[CH:21]=[CH:20][C:19]([CH3:22])=[CH:18][CH:17]=3)(=[O:15])=[O:14])[CH:11]([C:23]#[N:24])[CH2:10][CH2:9]2)=[CH:4][CH:3]=1.C(=O)([O-])[O-].[K+].[K+].Cl.[NH2:32][OH:33]. The catalyst class is: 14. Product: [F:1][C:2]1[CH:3]=[CH:4][C:5]([CH:8]2[N:12]([S:13]([C:16]3[CH:17]=[CH:18][C:19]([CH3:22])=[CH:20][CH:21]=3)(=[O:15])=[O:14])[CH:11]([C:23]([NH:32][OH:33])=[NH:24])[CH2:10][CH2:9]2)=[CH:6][CH:7]=1. (4) Reactant: Cl.[C:2](=[NH:12])(OCC)[C:3]1[CH:8]=[CH:7][CH:6]=[CH:5][CH:4]=1.[CH3:13][O:14][CH:15]([O:18][CH3:19])[CH2:16][NH2:17]. Product: [CH3:13][O:14][CH:15]([O:18][CH3:19])[CH2:16][NH:17][C:2](=[NH:12])[C:3]1[CH:4]=[CH:5][CH:6]=[CH:7][CH:8]=1. The catalyst class is: 273. (5) Reactant: Br[C:2]1[C:11]2[O:10][C@@H:9]([CH3:12])[CH2:8][N:7]([C:13]([O:15][C:16]([CH3:19])([CH3:18])[CH3:17])=[O:14])[CH2:6][C:5]=2[S:4][CH:3]=1.[CH:20]1(B(O)O)[CH2:22][CH2:21]1.C1(P(C2CCCCC2)C2CCCCC2)CCCCC1.CC(C)([O-])C.[K+]. Product: [CH:20]1([C:2]2[C:11]3[O:10][C@@H:9]([CH3:12])[CH2:8][N:7]([C:13]([O:15][C:16]([CH3:19])([CH3:18])[CH3:17])=[O:14])[CH2:6][C:5]=3[S:4][CH:3]=2)[CH2:22][CH2:21]1. The catalyst class is: 487. (6) The catalyst class is: 21. Product: [IH:2].[Br:3][C:4]1[CH:5]=[C:6]([Cl:16])[CH:7]=[C:8]2[C:13]=1[N:12]=[C:11]([S:14][CH3:1])[NH:10][CH:9]2[CH3:15]. Reactant: [CH3:1][I:2].[Br:3][C:4]1[CH:5]=[C:6]([Cl:16])[CH:7]=[C:8]2[C:13]=1[NH:12][C:11](=[S:14])[NH:10][CH:9]2[CH3:15].